This data is from Peptide-MHC class I binding affinity with 185,985 pairs from IEDB/IMGT. The task is: Regression. Given a peptide amino acid sequence and an MHC pseudo amino acid sequence, predict their binding affinity value. This is MHC class I binding data. (1) The peptide sequence is SAVRNDPAA. The MHC is H-2-Kb with pseudo-sequence H-2-Kb. The binding affinity (normalized) is 0.228. (2) The peptide sequence is FTLEAAFTI. The MHC is H-2-Db with pseudo-sequence H-2-Db. The binding affinity (normalized) is 0.162. (3) The peptide sequence is LALEVARQKR. The MHC is HLA-A03:01 with pseudo-sequence HLA-A03:01. The binding affinity (normalized) is 0.0127. (4) The peptide sequence is KSYAQMWSLM. The MHC is Mamu-A02 with pseudo-sequence Mamu-A02. The binding affinity (normalized) is 1.00. (5) The peptide sequence is ASTTAKAM. The MHC is Mamu-A02 with pseudo-sequence Mamu-A02. The binding affinity (normalized) is 0.712. (6) The peptide sequence is LLRDKDGVY. The MHC is HLA-B58:01 with pseudo-sequence HLA-B58:01. The binding affinity (normalized) is 0.0847. (7) The peptide sequence is MARPADASM. The MHC is HLA-A02:19 with pseudo-sequence HLA-A02:19. The binding affinity (normalized) is 0.0847. (8) The peptide sequence is GEGPGINPI. The MHC is HLA-B08:01 with pseudo-sequence HLA-B08:01. The binding affinity (normalized) is 0.213. (9) The peptide sequence is KTIECSKEL. The MHC is HLA-B07:02 with pseudo-sequence HLA-B07:02. The binding affinity (normalized) is 0.0847.